From a dataset of Full USPTO retrosynthesis dataset with 1.9M reactions from patents (1976-2016). Predict the reactants needed to synthesize the given product. (1) Given the product [Cl:17][C:18]1[C:19]([F:30])=[C:20]([C:2]2[CH:3]=[CH:4][C:5]([C:8]3[CH2:13][CH2:12][CH:11]([CH2:14][CH2:15][CH3:16])[CH2:10][CH:9]=3)=[CH:6][CH:7]=2)[CH:21]=[CH:22][C:23]=1[O:24][CH2:25][CH3:26], predict the reactants needed to synthesize it. The reactants are: Br[C:2]1[CH:7]=[CH:6][C:5]([C:8]2[CH2:13][CH2:12][CH:11]([CH2:14][CH2:15][CH3:16])[CH2:10][CH:9]=2)=[CH:4][CH:3]=1.[Cl:17][C:18]1[C:19]([F:30])=[C:20](B(O)O)[CH:21]=[CH:22][C:23]=1[O:24][CH2:25][CH3:26].C(=O)([O-])[O-].[K+].[K+].CC(O)C. (2) The reactants are: [C:1]([C:4]1[CH:18]=[CH:17][C:7]([C:8]([NH:10][C:11]2[CH:16]=[CH:15][N:14]=[CH:13][CH:12]=2)=[O:9])=[CH:6][C:5]=1[OH:19])(=O)[CH3:2].CCN(C(C)C)C(C)C.Cl.[NH2:30][OH:31]. Given the product [OH:19][C:5]1[CH:6]=[C:7]([CH:17]=[CH:18][C:4]=1[C:1](=[N:30][OH:31])[CH3:2])[C:8]([NH:10][C:11]1[CH:16]=[CH:15][N:14]=[CH:13][CH:12]=1)=[O:9], predict the reactants needed to synthesize it. (3) Given the product [C:21]1([CH:18]2[CH2:17][CH2:16][CH:15]([C:14]3[C:9]([NH2:8])=[N:10][CH:11]=[CH:12][CH:13]=3)[CH2:20][CH2:19]2)[CH:22]=[CH:23][CH:24]=[CH:25][CH:26]=1, predict the reactants needed to synthesize it. The reactants are: C(O)(C(F)(F)F)=O.[NH2:8][C:9]1[C:14]([C:15]2(O)[CH2:20][CH2:19][CH:18]([C:21]3[CH:26]=[CH:25][CH:24]=[CH:23][CH:22]=3)[CH2:17][CH2:16]2)=[CH:13][CH:12]=[CH:11][N:10]=1. (4) Given the product [OH:2][C:3]1[CH:4]=[C:5]([C:9]2[NH:18][C:17](=[O:19])[C:16]3[C:11](=[CH:12][CH:13]=[CH:14][CH:15]=3)[N:10]=2)[CH:6]=[CH:7][CH:8]=1, predict the reactants needed to synthesize it. The reactants are: C[O:2][C:3]1[CH:4]=[C:5]([C:9]2[NH:18][C:17](=[O:19])[C:16]3[C:11](=[CH:12][CH:13]=[CH:14][CH:15]=3)[N:10]=2)[CH:6]=[CH:7][CH:8]=1.B(Br)(Br)Br. (5) Given the product [NH2:1][C:2]1[C:3]([S:12]([F:14])([F:15])([F:16])([F:17])[F:13])=[CH:4][C:5]([CH3:11])=[C:6]([CH:10]=1)[C:7]([N:20]([O:21][CH3:22])[CH3:19])=[O:9], predict the reactants needed to synthesize it. The reactants are: [NH2:1][C:2]1[C:3]([S:12]([F:17])([F:16])([F:15])([F:14])[F:13])=[CH:4][C:5]([CH3:11])=[C:6]([CH:10]=1)[C:7]([OH:9])=O.Cl.[CH3:19][NH:20][O:21][CH3:22].C(N(CC)CC)C.